From a dataset of Full USPTO retrosynthesis dataset with 1.9M reactions from patents (1976-2016). Predict the reactants needed to synthesize the given product. (1) Given the product [O:10]1[CH:14]=[CH:13][C:12]([C:2]2[CH:7]=[CH:6][CH:5]=[C:4]([CH3:8])[C:3]=2[OH:9])=[CH:11]1, predict the reactants needed to synthesize it. The reactants are: Br[C:2]1[CH:7]=[CH:6][CH:5]=[C:4]([CH3:8])[C:3]=1[OH:9].[O:10]1[CH:14]=[CH:13][C:12](B(O)O)=[CH:11]1.C(=O)([O-])[O-].[Na+].[Na+]. (2) Given the product [CH2:47]([N:49]([CH2:50][CH3:51])[CH2:44][C:16]([CH3:46])([CH3:15])[CH2:17][C:18]1[CH:23]=[C:22]([F:24])[CH:21]=[CH:20][C:19]=1[S:25]([NH:28][C:29]1[C:38]([C:39]([O:41][CH3:42])=[O:40])=[C:37]2[C:32]([C@H:33]3[CH2:43][C@H:34]3[CH2:35][O:36]2)=[CH:31][CH:30]=1)(=[O:26])=[O:27])[CH3:48], predict the reactants needed to synthesize it. The reactants are: C(O[BH-](OC(=O)C)OC(=O)C)(=O)C.[Na+].[CH3:15][C:16]([CH3:46])([CH:44]=O)[CH2:17][C:18]1[CH:23]=[C:22]([F:24])[CH:21]=[CH:20][C:19]=1[S:25]([NH:28][C:29]1[C:38]([C:39]([O:41][CH3:42])=[O:40])=[C:37]2[C:32]([C@H:33]3[CH2:43][C@H:34]3[CH2:35][O:36]2)=[CH:31][CH:30]=1)(=[O:27])=[O:26].[CH2:47]([NH:49][CH2:50][CH3:51])[CH3:48]. (3) Given the product [Br:1][C:2]1[C:7]([O:8][CH2:24][O:23][CH2:22][CH2:21][Si:20]([CH2:26][CH3:27])([CH2:18][CH3:19])[CH2:28][CH3:29])=[CH:6][CH:5]=[CH:4][N:3]=1, predict the reactants needed to synthesize it. The reactants are: [Br:1][C:2]1[C:7]([OH:8])=[CH:6][CH:5]=[CH:4][N:3]=1.C(N(C(C)C)C(C)C)C.[CH2:18]([Si:20]([CH2:28][CH3:29])([CH2:26][CH3:27])[CH2:21][CH2:22][O:23][CH2:24]Cl)[CH3:19].O. (4) Given the product [OH:47][CH2:46][CH2:45][N:44]([CH2:48][CH2:49][OH:50])[CH2:25][CH2:24][S:21]([O:20][C:14]1[CH:13]=[C:12]([CH:17]=[CH:16][C:15]=1[O:18][CH3:19])[C:11]([O:10][C@H:9]([C:27]1[CH:32]=[CH:31][C:30]([O:33][CH:34]([F:35])[F:36])=[C:29]([O:37][CH2:38][CH:39]2[CH2:41][CH2:40]2)[CH:28]=1)[CH2:8][C:7]1[C:6]([Cl:42])=[CH:5][N+:4]([O-:43])=[CH:3][C:2]=1[Cl:1])=[O:26])(=[O:23])=[O:22], predict the reactants needed to synthesize it. The reactants are: [Cl:1][C:2]1[CH:3]=[N+:4]([O-:43])[CH:5]=[C:6]([Cl:42])[C:7]=1[CH2:8][C@@H:9]([C:27]1[CH:32]=[CH:31][C:30]([O:33][CH:34]([F:36])[F:35])=[C:29]([O:37][CH2:38][CH:39]2[CH2:41][CH2:40]2)[CH:28]=1)[O:10][C:11](=[O:26])[C:12]1[CH:17]=[CH:16][C:15]([O:18][CH3:19])=[C:14]([O:20][S:21]([CH:24]=[CH2:25])(=[O:23])=[O:22])[CH:13]=1.[NH:44]([CH2:48][CH2:49][OH:50])[CH2:45][CH2:46][OH:47]. (5) Given the product [Cl:1][C:2]1[CH:3]=[CH:4][C:5]([CH2:8][C:9]([NH:12][C:13]2[CH:18]=[N:17][CH:16]=[C:15]([C:19]([C:21]3[C:25]4[CH:26]=[N:27][CH:28]=[C:29]([F:30])[C:24]=4[N:23]([CH:31]([CH3:34])[CH2:32][OH:33])[CH:22]=3)=[O:20])[CH:14]=2)=[O:11])=[CH:6][CH:7]=1, predict the reactants needed to synthesize it. The reactants are: [Cl:1][C:2]1[CH:7]=[CH:6][C:5]([CH2:8][C:9]([OH:11])=O)=[CH:4][CH:3]=1.[NH2:12][C:13]1[CH:14]=[C:15]([C:19]([C:21]2[C:25]3[CH:26]=[N:27][CH:28]=[C:29]([F:30])[C:24]=3[N:23]([CH:31]([CH3:34])[CH2:32][OH:33])[CH:22]=2)=[O:20])[CH:16]=[N:17][CH:18]=1. (6) Given the product [OH:45][NH:44][C:32](=[O:34])/[CH:31]=[CH:30]/[C:26]1[CH:27]=[CH:28][CH:29]=[C:24](/[CH:23]=[CH:22]/[C:21]([C:16]2[CH:17]=[CH:18][CH:19]=[CH:20][C:15]=2[N:12]2[CH2:13][CH2:14][N:9]([CH3:8])[CH2:10][CH2:11]2)=[O:35])[CH:25]=1, predict the reactants needed to synthesize it. The reactants are: FC(F)(F)C(O)=O.[CH3:8][N:9]1[CH2:14][CH2:13][N:12]([C:15]2[CH:20]=[CH:19][CH:18]=[CH:17][C:16]=2[C:21](=[O:35])/[CH:22]=[CH:23]/[C:24]2[CH:25]=[C:26](/[CH:30]=[CH:31]/[C:32]([OH:34])=O)[CH:27]=[CH:28][CH:29]=2)[CH2:11][CH2:10]1.C1C=CC2[N:44]([OH:45])N=NC=2C=1.C(Cl)CCl.NOC1CCCCO1. (7) Given the product [CH3:15][S:16]([C:19]1[CH:24]=[CH:23][C:22]([C:25]2[CH:30]=[CH:29][CH:28]=[CH:27][CH:26]=2)=[C:21]([C:31]([N:11]2[CH2:10][CH2:9][C:7]3[N:8]=[C:3]([C:2]([F:1])([F:13])[F:14])[N:4]=[CH:5][C:6]=3[CH2:12]2)=[O:32])[CH:20]=1)(=[O:17])=[O:18], predict the reactants needed to synthesize it. The reactants are: [F:1][C:2]([F:14])([F:13])[C:3]1[N:4]=[CH:5][C:6]2[CH2:12][NH:11][CH2:10][CH2:9][C:7]=2[N:8]=1.[CH3:15][S:16]([C:19]1[CH:20]=[C:21]([C:31](O)=[O:32])[C:22]([C:25]2[CH:30]=[CH:29][CH:28]=[CH:27][CH:26]=2)=[CH:23][CH:24]=1)(=[O:18])=[O:17].